Dataset: Reaction yield outcomes from USPTO patents with 853,638 reactions. Task: Predict the reaction yield, written as a fraction of the theoretical maximum amount of product (1.0 means a 100% yield; for example, 0.34 means a 34% yield). (1) The reactants are [C:1]([O:5][C:6]([N:8]1[CH:12]=[CH:11][CH:10]=[C:9]1[C:13]1[CH:22]=[CH:21][C:16]([C:17]([O:19][CH3:20])=[O:18])=[CH:15][N:14]=1)=[O:7])([CH3:4])([CH3:3])[CH3:2].[Br:23]N1C(=O)CCC1=O.O. The catalyst is O1CCCC1. The product is [Br:23][C:12]1[N:8]([C:6]([O:5][C:1]([CH3:4])([CH3:2])[CH3:3])=[O:7])[C:9]([C:13]2[CH:22]=[CH:21][C:16]([C:17]([O:19][CH3:20])=[O:18])=[CH:15][N:14]=2)=[CH:10][CH:11]=1. The yield is 0.680. (2) The yield is 0.653. The catalyst is C1(C)C=CC=CC=1.C(O[Pd]OC(=O)C)(=O)C.C1(P(C2CCCCC2)C2C=CC=CC=2C2C(C(C)C)=CC(C(C)C)=CC=2C(C)C)CCCCC1. The product is [C:24]([O:23][C:22]([NH:21][C:19]1[CH:20]=[C:15]([N:4]2[CH2:5][CH2:6][N:1]([C:7]([O:9][C:10]([CH3:13])([CH3:12])[CH3:11])=[O:8])[CH2:2][CH2:3]2)[CH:16]=[CH:17][C:18]=1[CH3:29])=[O:28])([CH3:27])([CH3:26])[CH3:25]. The reactants are [N:1]1([C:7]([O:9][C:10]([CH3:13])([CH3:12])[CH3:11])=[O:8])[CH2:6][CH2:5][NH:4][CH2:3][CH2:2]1.Br[C:15]1[CH:16]=[CH:17][C:18]([CH3:29])=[C:19]([NH:21][C:22](=[O:28])[O:23][C:24]([CH3:27])([CH3:26])[CH3:25])[CH:20]=1.CCOC(C)=O.C(Cl)Cl. (3) The reactants are [F:1][C:2]([F:26])([F:25])[CH:3]([N:15]1[CH2:20][CH2:19][CH:18]([C:21]([O:23][CH3:24])=[O:22])[CH2:17][CH2:16]1)[C:4]1[CH:13]=[CH:12][C:11]2[C:6](=[CH:7][CH:8]=[C:9]([OH:14])[CH:10]=2)[CH:5]=1.[C:27]([C@@H:31]1[CH2:36][CH2:35][C@H:34](O)[CH2:33][CH2:32]1)([CH3:30])([CH3:29])[CH3:28].C1C=CC(P(C2C=CC=CC=2)C2C=CC=CC=2)=CC=1.CC(OC(/N=N/C(OC(C)C)=O)=O)C. The catalyst is C1COCC1.C(OCC)(=O)C. The product is [C:27]([C@H:31]1[CH2:36][CH2:35][C@H:34]([O:14][C:9]2[CH:10]=[C:11]3[C:6](=[CH:7][CH:8]=2)[CH:5]=[C:4]([CH:3]([N:15]2[CH2:20][CH2:19][CH:18]([C:21]([O:23][CH3:24])=[O:22])[CH2:17][CH2:16]2)[C:2]([F:1])([F:25])[F:26])[CH:13]=[CH:12]3)[CH2:33][CH2:32]1)([CH3:30])([CH3:29])[CH3:28]. The yield is 0.310.